This data is from Reaction yield outcomes from USPTO patents with 853,638 reactions. The task is: Predict the reaction yield, written as a fraction of the theoretical maximum amount of product (1.0 means a 100% yield; for example, 0.34 means a 34% yield). (1) The reactants are [N:1]1([CH2:7][CH2:8][C:9]([OH:11])=O)[CH2:6][CH2:5][CH2:4][CH2:3][CH2:2]1.C(Cl)(=O)C(Cl)=O.[NH2:18][C:19]1[N:26]=[C:25]([C:27]2[CH:32]=[CH:31][CH:30]=[CH:29][C:28]=2[O:33][Si:34]([C:37]([CH3:40])([CH3:39])[CH3:38])([CH3:36])[CH3:35])[CH:24]=[C:23]([C:41]2[CH:46]=[CH:45][CH:44]=[C:43]([NH2:47])[CH:42]=2)[C:20]=1[C:21]#[N:22]. The catalyst is ClCCl.C(#N)C. The product is [NH2:18][C:19]1[C:20]([C:21]#[N:22])=[C:23]([C:41]2[CH:42]=[C:43]([NH:47][C:9](=[O:11])[CH2:8][CH2:7][N:1]3[CH2:2][CH2:3][CH2:4][CH2:5][CH2:6]3)[CH:44]=[CH:45][CH:46]=2)[CH:24]=[C:25]([C:27]2[CH:32]=[CH:31][CH:30]=[CH:29][C:28]=2[O:33][Si:34]([C:37]([CH3:40])([CH3:39])[CH3:38])([CH3:35])[CH3:36])[N:26]=1. The yield is 0.450. (2) The reactants are [F:1][C:2]1[CH:26]=[CH:25][C:5]2[N:6]([CH2:19][C:20]([O:22]CC)=[O:21])[C:7](=[N:9][C:10](=[O:18])[C:11]3[CH:16]=[CH:15][C:14]([CH3:17])=[CH:13][CH:12]=3)[S:8][C:4]=2[C:3]=1[F:27].[OH-].[Na+].Cl. The catalyst is O1CCCC1. The product is [F:1][C:2]1[CH:26]=[CH:25][C:5]2[N:6]([CH2:19][C:20]([OH:22])=[O:21])[C:7](=[N:9][C:10](=[O:18])[C:11]3[CH:12]=[CH:13][C:14]([CH3:17])=[CH:15][CH:16]=3)[S:8][C:4]=2[C:3]=1[F:27]. The yield is 0.780. (3) The reactants are [OH:1][C:2]1[CH:11]=[C:10]2[C:5]([C:6]([O:12][C:13]3[CH:14]=[C:15]4[C:19](=[CH:20][CH:21]=3)[NH:18][C:17]([CH3:22])=[CH:16]4)=[N:7][CH:8]=[N:9]2)=[CH:4][C:3]=1[O:23][CH3:24].Br[CH2:26][CH2:27][CH2:28][Cl:29].C(=O)([O-])[O-].[K+].[K+].O. The catalyst is CN(C=O)C. The product is [Cl:29][CH2:28][CH2:27][CH2:26][O:1][C:2]1[CH:11]=[C:10]2[C:5]([C:6]([O:12][C:13]3[CH:14]=[C:15]4[C:19](=[CH:20][CH:21]=3)[NH:18][C:17]([CH3:22])=[CH:16]4)=[N:7][CH:8]=[N:9]2)=[CH:4][C:3]=1[O:23][CH3:24]. The yield is 0.700. (4) The yield is 0.610. The catalyst is O. The product is [Cl:1][C:2]1[CH:7]=[CH:6][CH:5]=[C:4]2[C:3]=1[C:8](=[O:17])[CH:9]([CH2:10][CH:11]1[CH2:16][CH2:15][CH2:14][CH2:13][CH2:12]1)[CH2:18]2. The reactants are [Cl:1][C:2]1[CH:7]=[CH:6][CH:5]=[CH:4][C:3]=1[C:8](=[O:17])[CH2:9][CH2:10][CH:11]1[CH2:16][CH2:15][CH2:14][CH2:13][CH2:12]1.[CH2:18]1N2CN3CN(C2)CN1C3.C(OC(=O)C)(=O)C.[OH-].[Na+]. (5) The reactants are FC(F)(F)C(O)=O.[F:8][C:9]1[CH:10]=[C:11]([CH:16]=[C:17]([F:36])[C:18]=1[C:19]1[N:23]([CH2:24][C@H:25]2[O:30][CH2:29][CH2:28][NH:27][CH2:26]2)[C:22]2[CH:31]=[CH:32][C:33]([CH3:35])=[CH:34][C:21]=2[N:20]=1)[C:12]([NH:14][CH3:15])=[O:13].Cl[C:38]([O:40][CH3:41])=[O:39].C(N(CC)C(C)C)(C)C. The catalyst is C(Cl)Cl. The product is [F:36][C:17]1[CH:16]=[C:11]([C:12](=[O:13])[NH:14][CH3:15])[CH:10]=[C:9]([F:8])[C:18]=1[C:19]1[N:23]([CH2:24][C@H:25]2[O:30][CH2:29][CH2:28][N:27]([C:38]([O:40][CH3:41])=[O:39])[CH2:26]2)[C:22]2[CH:31]=[CH:32][C:33]([CH3:35])=[CH:34][C:21]=2[N:20]=1. The yield is 0.240. (6) The reactants are [CH3:1][C:2]1[O:6][C:5]([CH2:7][C:8]2[CH:13]=[CH:12][C:11]([CH2:14][C:15](Cl)=[N:16][OH:17])=[CH:10][CH:9]=2)=[CH:4][CH:3]=1.O1CCCC1.[C:24]([C:26]1[C:27]([NH2:32])=[N:28][CH:29]=[CH:30][CH:31]=1)#[CH:25].C(N(CC)CC)C. The catalyst is O. The product is [CH3:1][C:2]1[O:6][C:5]([CH2:7][C:8]2[CH:13]=[CH:12][C:11]([CH2:14][C:15]3[CH:25]=[C:24]([C:26]4[C:27]([NH2:32])=[N:28][CH:29]=[CH:30][CH:31]=4)[O:17][N:16]=3)=[CH:10][CH:9]=2)=[CH:4][CH:3]=1. The yield is 0.410.